Dataset: Forward reaction prediction with 1.9M reactions from USPTO patents (1976-2016). Task: Predict the product of the given reaction. (1) Given the reactants [CH2:1]([O:8][C:9]1[CH:10]=[C:11]([CH2:19][CH2:20][C:21]([O:23][CH2:24][CH3:25])=[O:22])[CH:12]=[CH:13][C:14]=1[O:15]COC)[C:2]1[CH:7]=[CH:6][CH:5]=[CH:4][CH:3]=1, predict the reaction product. The product is: [CH2:1]([O:8][C:9]1[CH:10]=[C:11]([CH2:19][CH2:20][C:21]([O:23][CH2:24][CH3:25])=[O:22])[CH:12]=[CH:13][C:14]=1[OH:15])[C:2]1[CH:3]=[CH:4][CH:5]=[CH:6][CH:7]=1. (2) Given the reactants Cl.[NH:2]1[CH2:7][CH2:6][CH:5]([C:8]2[CH:13]=[CH:12][C:11]([NH:14][C:15]([C:17]3[N:18]=[C:19]([C:26]4[CH:31]=[CH:30][CH:29]=[CH:28][CH:27]=4)[O:20][C:21]=3[C:22]([F:25])([F:24])[F:23])=[O:16])=[CH:10][CH:9]=2)[CH2:4][CH2:3]1.Cl[C:33]([O:35][C:36]1[CH:41]=[CH:40][C:39]([N+:42]([O-:44])=[O:43])=[CH:38][CH:37]=1)=[O:34].N1C=CC=CC=1, predict the reaction product. The product is: [N+:42]([C:39]1[CH:38]=[CH:37][C:36]([O:35][C:33]([N:2]2[CH2:7][CH2:6][CH:5]([C:8]3[CH:9]=[CH:10][C:11]([NH:14][C:15]([C:17]4[N:18]=[C:19]([C:26]5[CH:31]=[CH:30][CH:29]=[CH:28][CH:27]=5)[O:20][C:21]=4[C:22]([F:23])([F:24])[F:25])=[O:16])=[CH:12][CH:13]=3)[CH2:4][CH2:3]2)=[O:34])=[CH:41][CH:40]=1)([O-:44])=[O:43]. (3) The product is: [Cl:17][C:18]1[CH:19]=[C:20]([NH:25][CH2:26][CH2:27][NH:28][C:2]2[CH:7]=[C:6]([C:8]3[CH:13]=[CH:12][CH:11]=[C:10]([CH3:14])[C:9]=3[CH3:15])[N:5]=[C:4]([NH2:16])[N:3]=2)[CH:21]=[CH:22][C:23]=1[Cl:24]. Given the reactants Cl[C:2]1[CH:7]=[C:6]([C:8]2[CH:13]=[CH:12][CH:11]=[C:10]([CH3:14])[C:9]=2[CH3:15])[N:5]=[C:4]([NH2:16])[N:3]=1.[Cl:17][C:18]1[CH:19]=[C:20]([NH:25][CH2:26][CH2:27][NH2:28])[CH:21]=[CH:22][C:23]=1[Cl:24], predict the reaction product. (4) Given the reactants [Cl:1][C:2]1[CH:7]=[CH:6][CH:5]=[CH:4][C:3]=1[C:8]1[N:9]([CH2:23][C:24]2[N:29]=[C:28]([NH2:30])[CH:27]=[CH:26][CH:25]=2)[C:10]([C:13]2[CH:18]=[CH:17][C:16]([O:19][CH2:20][CH2:21][CH3:22])=[CH:15][CH:14]=2)=[CH:11][CH:12]=1.Cl, predict the reaction product. The product is: [ClH:1].[Cl:1][C:2]1[CH:7]=[CH:6][CH:5]=[CH:4][C:3]=1[C:8]1[N:9]([CH2:23][C:24]2[N:29]=[C:28]([NH2:30])[CH:27]=[CH:26][CH:25]=2)[C:10]([C:13]2[CH:18]=[CH:17][C:16]([O:19][CH2:20][CH2:21][CH3:22])=[CH:15][CH:14]=2)=[CH:11][CH:12]=1. (5) Given the reactants [Br:1][C:2]1[C:3]([S:11][C:12]2[NH:13][C:14]3[C:19]([N:20]=2)=[C:18]([NH2:21])[N:17]=[CH:16][N:15]=3)=[CH:4][C:5]2[O:9][CH2:8][O:7][C:6]=2[CH:10]=1.Br[CH2:23][CH2:24][C:25]1[CH:30]=[CH:29][CH:28]=[C:27]([N+:31]([O-:33])=[O:32])[CH:26]=1, predict the reaction product. The product is: [Br:1][C:2]1[C:3]([S:11][C:12]2[N:13]=[C:14]3[C:19]([N:20]=2)=[C:18]([NH2:21])[N:17]=[CH:16][N:15]3[CH2:23][CH2:24][C:25]2[CH:30]=[CH:29][CH:28]=[C:27]([N+:31]([O-:33])=[O:32])[CH:26]=2)=[CH:4][C:5]2[O:9][CH2:8][O:7][C:6]=2[CH:10]=1. (6) The product is: [CH3:21][O:22][C:23]([C:24]1[CH:25]=[C:26]([C:6]2[CH:7]=[CH:8][C:9]([O:13][CH3:14])=[C:10]([O:11][CH3:12])[C:5]=2[O:4][CH3:3])[CH:27]=[CH:28][CH:29]=1)=[O:31]. Given the reactants N#N.[CH3:3][O:4][C:5]1[C:10]([O:11][CH3:12])=[C:9]([O:13][CH3:14])[CH:8]=[CH:7][C:6]=1B(O)O.CCO.[CH3:21][O:22][C:23](=[O:31])[C:24]1[CH:29]=[CH:28][CH:27]=[C:26](Br)[CH:25]=1, predict the reaction product. (7) Given the reactants [CH3:1][O:2][C:3](=[O:20])[CH:4]([NH:12][C:13]([O:15][C:16]([CH3:19])([CH3:18])[CH3:17])=[O:14])[C:5]1[CH:10]=[CH:9][C:8]([OH:11])=[CH:7][CH:6]=1.C1(P(C2C=CC=CC=2)C2C=CC=CC=2)C=CC=CC=1.[CH3:40][O:41][CH2:42][CH2:43]O.CC(OC(/N=N/C(OC(C)C)=O)=O)C, predict the reaction product. The product is: [CH3:1][O:2][C:3](=[O:20])[CH:4]([NH:12][C:13]([O:15][C:16]([CH3:17])([CH3:19])[CH3:18])=[O:14])[C:5]1[CH:6]=[CH:7][C:8]([O:11][CH2:43][CH2:42][O:41][CH3:40])=[CH:9][CH:10]=1. (8) Given the reactants [C:1]1(=O)[C:5]2=[C:6]3[C:11](=[CH:12][CH:13]=[C:4]2[NH:3][C:2]1=[O:14])[N:10]=[CH:9][CH:8]=[CH:7]3.[NH2:16][NH2:17], predict the reaction product. The product is: [N:16](=[C:1]1[C:5]2=[C:6]3[C:11](=[CH:12][CH:13]=[C:4]2[NH:3][C:2]1=[O:14])[N:10]=[CH:9][CH:8]=[CH:7]3)[NH2:17]. (9) Given the reactants [Cl:1][C:2]1[CH:7]=[CH:6][C:5]([NH:8][C:9]2[CH:10]=[C:11]([F:24])[C:12]([CH2:15][NH:16]C(=O)OC(C)(C)C)=[N:13][CH:14]=2)=[C:4]([C:25]([F:28])([F:27])[F:26])[CH:3]=1.Cl, predict the reaction product. The product is: [ClH:1].[NH2:16][CH2:15][C:12]1[N:13]=[CH:14][C:9]([NH:8][C:5]2[CH:6]=[CH:7][C:2]([Cl:1])=[CH:3][C:4]=2[C:25]([F:28])([F:27])[F:26])=[CH:10][C:11]=1[F:24]. (10) Given the reactants C1C=C(Cl)C=C(C(OO)=[O:9])C=1.[CH2:12]([O:19][C:20]1[C:21]([CH2:34][OH:35])=[N:22][CH:23]=[CH:24][C:25]=1[O:26][CH2:27][C:28]1[CH:33]=[CH:32][CH:31]=[CH:30][CH:29]=1)[C:13]1[CH:18]=[CH:17][CH:16]=[CH:15][CH:14]=1, predict the reaction product. The product is: [CH2:12]([O:19][C:20]1[C:21]([CH2:34][OH:35])=[N+:22]([O-:9])[CH:23]=[CH:24][C:25]=1[O:26][CH2:27][C:28]1[CH:29]=[CH:30][CH:31]=[CH:32][CH:33]=1)[C:13]1[CH:18]=[CH:17][CH:16]=[CH:15][CH:14]=1.